This data is from Reaction yield outcomes from USPTO patents with 853,638 reactions. The task is: Predict the reaction yield, written as a fraction of the theoretical maximum amount of product (1.0 means a 100% yield; for example, 0.34 means a 34% yield). (1) The reactants are C(OC([N:11]1[CH2:15][C@H:14]([F:16])[C@H:13]2[O:17][CH2:18][C:19]([O:22][CH3:23])([O:20][CH3:21])[C@@H:12]12)=O)C1C=CC=CC=1. The catalyst is CO.[Pd]. The yield is 0.990. The product is [F:16][C@H:14]1[CH2:15][NH:11][C@@H:12]2[C:19]([O:20][CH3:21])([O:22][CH3:23])[CH2:18][O:17][C@H:13]12. (2) The reactants are [Cl:1][CH2:2][CH2:3][CH2:4][CH2:5][CH2:6][CH2:7][OH:8].[O:9]1[CH:14]=[CH:13][CH2:12][CH2:11][CH2:10]1. The catalyst is O.C1(C)C=CC(S(O)(=O)=O)=CC=1.ClCCl. The product is [Cl:1][CH2:2][CH2:3][CH2:4][CH2:5][CH2:6][CH2:7][O:8][CH:10]1[CH2:11][CH2:12][CH2:13][CH2:14][O:9]1. The yield is 0.740. (3) The reactants are [Br:1][C:2]1[CH:7]=[CH:6][C:5]([C:8]([NH:10][C:11]2[CH:21]=[CH:20][CH:19]=[CH:18][C:12]=2[C:13]([O:15]CC)=[O:14])=[O:9])=[CH:4][CH:3]=1.[OH-].[Na+].Cl. The catalyst is CO. The product is [Br:1][C:2]1[CH:7]=[CH:6][C:5]([C:8]([NH:10][C:11]2[CH:21]=[CH:20][CH:19]=[CH:18][C:12]=2[C:13]([OH:15])=[O:14])=[O:9])=[CH:4][CH:3]=1. The yield is 0.930. (4) The reactants are [N-:1]=[N+]=[N-].[Na+].[NH2:5][CH2:6][C:7]1([C:17]2[S:18][C:19]([C:22]3[CH:23]=[C:24]([NH:29][C:30]4[N:35]=[C:34]([C:36]([F:39])([F:38])[F:37])[CH:33]=[CH:32][N:31]=4)[CH:25]=[C:26]([CH3:28])[CH:27]=3)=[CH:20][N:21]=2)[CH2:16][CH2:15][C:10]2(OCC[O:11]2)[CH2:9][CH2:8]1.CS(O)(=O)=O. The catalyst is C(Cl)(Cl)Cl. The product is [NH2:5][CH2:6][C:7]1([C:17]2[S:18][C:19]([C:22]3[CH:23]=[C:24]([NH:29][C:30]4[N:35]=[C:34]([C:36]([F:38])([F:37])[F:39])[CH:33]=[CH:32][N:31]=4)[CH:25]=[C:26]([CH3:28])[CH:27]=3)=[CH:20][N:21]=2)[CH2:8][CH2:9][NH:1][C:10](=[O:11])[CH2:15][CH2:16]1. The yield is 0.0250. (5) The yield is 0.936. The product is [CH3:16][N:13]1[C:9]2([CH2:14][CH2:15][N:7]([C:3]3[CH:2]=[N:1][CH:6]=[CH:5][CH:4]=3)[CH2:8]2)[CH2:10][CH2:11][CH2:12]1. The catalyst is C(O)=O.C=O. The reactants are [N:1]1[CH:6]=[CH:5][CH:4]=[C:3]([N:7]2[CH2:15][CH2:14][C:9]3([NH:13][CH2:12][CH2:11][CH2:10]3)[CH2:8]2)[CH:2]=1.[C:16](=O)(O)[O-].[Na+].